From a dataset of Reaction yield outcomes from USPTO patents with 853,638 reactions. Predict the reaction yield, written as a fraction of the theoretical maximum amount of product (1.0 means a 100% yield; for example, 0.34 means a 34% yield). (1) The reactants are [NH2:1][C@H:2]1[CH2:7][CH2:6][N:5]([C:8]2[S:12][C:11]([C:13]([O:15][CH3:16])=[O:14])=[C:10]([CH3:17])[CH:9]=2)[CH2:4][C@H:3]1[O:18][CH3:19].[Cl:20][C:21]1[N:22]=[C:23]([C:28](O)=[O:29])[NH:24][C:25]=1[CH2:26][CH3:27].CCN=C=NCCCN(C)C.Cl.ON1C2C=CC=CC=2N=N1.CN1CCOCC1. No catalyst specified. The product is [Cl:20][C:21]1[N:22]=[C:23]([C:28]([NH:1][C@H:2]2[CH2:7][CH2:6][N:5]([C:8]3[S:12][C:11]([C:13]([O:15][CH3:16])=[O:14])=[C:10]([CH3:17])[CH:9]=3)[CH2:4][C@H:3]2[O:18][CH3:19])=[O:29])[NH:24][C:25]=1[CH2:26][CH3:27]. The yield is 0.860. (2) The reactants are [F:1][C:2]1[CH:3]=[CH:4][C:5]2[O:9][C:8]([C:10](OC)=[O:11])=[C:7]([CH2:14][O:15][CH3:16])[C:6]=2[CH:17]=1.[Cl-].[Ca+2].[Cl-].[BH4-].[Na+].[Cl-].[NH4+].C[N+]1([O-])CCOCC1. The catalyst is [Ru]([O-])(=O)(=O)=O.C([N+](CCC)(CCC)CCC)CC.C(#N)C.O1CCCC1.C(O)C. The product is [F:1][C:2]1[CH:3]=[CH:4][C:5]2[O:9][C:8]([CH:10]=[O:11])=[C:7]([CH2:14][O:15][CH3:16])[C:6]=2[CH:17]=1. The yield is 0.530.